This data is from NCI-60 drug combinations with 297,098 pairs across 59 cell lines. The task is: Regression. Given two drug SMILES strings and cell line genomic features, predict the synergy score measuring deviation from expected non-interaction effect. (1) Drug 1: C1=NNC2=C1C(=O)NC=N2. Drug 2: C1CN(P(=O)(OC1)NCCCl)CCCl. Cell line: SW-620. Synergy scores: CSS=1.48, Synergy_ZIP=-2.29, Synergy_Bliss=-2.75, Synergy_Loewe=-1.10, Synergy_HSA=-1.10. (2) Drug 1: C1=CC(=CC=C1CC(C(=O)O)N)N(CCCl)CCCl.Cl. Drug 2: CCC1(CC2CC(C3=C(CCN(C2)C1)C4=CC=CC=C4N3)(C5=C(C=C6C(=C5)C78CCN9C7C(C=CC9)(C(C(C8N6C)(C(=O)OC)O)OC(=O)C)CC)OC)C(=O)OC)O.OS(=O)(=O)O. Cell line: SF-295. Synergy scores: CSS=19.2, Synergy_ZIP=-12.3, Synergy_Bliss=-8.53, Synergy_Loewe=-19.6, Synergy_HSA=-6.37. (3) Drug 1: CC1=C(C=C(C=C1)NC2=NC=CC(=N2)N(C)C3=CC4=NN(C(=C4C=C3)C)C)S(=O)(=O)N.Cl. Drug 2: CC1C(C(CC(O1)OC2CC(CC3=C2C(=C4C(=C3O)C(=O)C5=C(C4=O)C(=CC=C5)OC)O)(C(=O)C)O)N)O.Cl. Cell line: MDA-MB-435. Synergy scores: CSS=13.1, Synergy_ZIP=4.32, Synergy_Bliss=12.2, Synergy_Loewe=-2.45, Synergy_HSA=7.61. (4) Drug 1: CN1C(=O)N2C=NC(=C2N=N1)C(=O)N. Drug 2: CCN(CC)CCCC(C)NC1=C2C=C(C=CC2=NC3=C1C=CC(=C3)Cl)OC. Cell line: HCC-2998. Synergy scores: CSS=27.0, Synergy_ZIP=-2.32, Synergy_Bliss=2.23, Synergy_Loewe=-22.3, Synergy_HSA=-1.69. (5) Cell line: U251. Drug 1: CC1=C(C(=CC=C1)Cl)NC(=O)C2=CN=C(S2)NC3=CC(=NC(=N3)C)N4CCN(CC4)CCO. Drug 2: CC(C)(C#N)C1=CC(=CC(=C1)CN2C=NC=N2)C(C)(C)C#N. Synergy scores: CSS=-1.18, Synergy_ZIP=3.82, Synergy_Bliss=-0.829, Synergy_Loewe=-0.909, Synergy_HSA=-0.827. (6) Drug 1: CC1C(C(CC(O1)OC2CC(CC3=C2C(=C4C(=C3O)C(=O)C5=C(C4=O)C(=CC=C5)OC)O)(C(=O)C)O)N)O.Cl. Drug 2: CS(=O)(=O)CCNCC1=CC=C(O1)C2=CC3=C(C=C2)N=CN=C3NC4=CC(=C(C=C4)OCC5=CC(=CC=C5)F)Cl. Cell line: UACC-257. Synergy scores: CSS=-3.74, Synergy_ZIP=1.20, Synergy_Bliss=2.12, Synergy_Loewe=-7.80, Synergy_HSA=-2.06. (7) Drug 1: C1C(C(OC1N2C=C(C(=O)NC2=O)F)CO)O. Drug 2: C1=CC=C(C=C1)NC(=O)CCCCCCC(=O)NO. Cell line: MOLT-4. Synergy scores: CSS=64.7, Synergy_ZIP=1.81, Synergy_Bliss=3.62, Synergy_Loewe=-0.460, Synergy_HSA=4.79. (8) Drug 1: CC12CCC(CC1=CCC3C2CCC4(C3CC=C4C5=CN=CC=C5)C)O. Drug 2: C1=NC2=C(N=C(N=C2N1C3C(C(C(O3)CO)O)F)Cl)N. Cell line: HS 578T. Synergy scores: CSS=10.2, Synergy_ZIP=-0.149, Synergy_Bliss=6.01, Synergy_Loewe=-0.759, Synergy_HSA=3.39. (9) Drug 1: C1=C(C(=O)NC(=O)N1)N(CCCl)CCCl. Drug 2: C1=C(C(=O)NC(=O)N1)F. Cell line: SK-MEL-2. Synergy scores: CSS=42.0, Synergy_ZIP=-2.57, Synergy_Bliss=-0.238, Synergy_Loewe=-6.73, Synergy_HSA=1.56.